Dataset: Forward reaction prediction with 1.9M reactions from USPTO patents (1976-2016). Task: Predict the product of the given reaction. The product is: [F:1][C:2]1[CH:3]=[C:4](/[CH:16]=[CH:17]/[C:18]([O:20][CH3:21])=[O:19])[CH:5]=[CH:6][C:7]=1[C:36]1[CH:35]=[CH:34][CH:33]=[C:32]([N:31]([CH3:47])[C:30]([NH:29][CH2:22][CH2:23][CH2:24][CH2:25][CH2:26][CH2:27][CH3:28])=[O:48])[CH:37]=1. Given the reactants [F:1][C:2]1[CH:3]=[C:4](/[CH:16]=[CH:17]/[C:18]([O:20][CH3:21])=[O:19])[CH:5]=[CH:6][C:7]=1OS(C(F)(F)F)(=O)=O.[CH2:22]([NH:29][C:30](=[O:48])[N:31]([CH3:47])[C:32]1[CH:37]=[CH:36][CH:35]=[C:34](B2OC(C)(C)C(C)(C)O2)[CH:33]=1)[CH2:23][CH2:24][CH2:25][CH2:26][CH2:27][CH3:28].C1(P(C2CCCCC2)C2C=CC=CC=2C2C=CC=CC=2)CCCCC1.P([O-])([O-])([O-])=O.[K+].[K+].[K+], predict the reaction product.